Dataset: Forward reaction prediction with 1.9M reactions from USPTO patents (1976-2016). Task: Predict the product of the given reaction. (1) Given the reactants N(OC(C)(C)C)=O.[CH2:8]([O:10][C:11]([C:13]1[CH:17]=[C:16]([C:18]2[CH:23]=[CH:22][CH:21]=[CH:20][CH:19]=2)[S:15][C:14]=1N)=[O:12])[CH3:9], predict the reaction product. The product is: [CH2:8]([O:10][C:11]([C:13]1[CH:17]=[C:16]([C:18]2[CH:23]=[CH:22][CH:21]=[CH:20][CH:19]=2)[S:15][CH:14]=1)=[O:12])[CH3:9]. (2) Given the reactants C[N:2]1CCN(C2C=CC(NC3C4[N:17]([N:29]=[CH:30]N=4)[C:18]([C:21]4C=C(C(N)=O)SC=4)=[CH:19]N=3)=CC=2)CC1.Br[C:33]1[N:38]2[N:39]=[CH:40][N:41]=[C:37]2[C:36]([NH:42][C:43]2[CH:48]=[CH:47][C:46]([N:49]3[CH2:54][CH2:53][O:52][CH2:51][CH2:50]3)=[CH:45][CH:44]=2)=[N:35][CH:34]=1.CC1NN=CC=1B1OC(C)(C)C(C)(C)O1.C([O-])([O-])=O.[Na+].[Na+], predict the reaction product. The product is: [NH3:2].[CH3:19][C:18]1[NH:17][N:29]=[CH:30][C:21]=1[C:33]1[N:38]2[N:39]=[CH:40][N:41]=[C:37]2[C:36]([NH:42][C:43]2[CH:48]=[CH:47][C:46]([N:49]3[CH2:54][CH2:53][O:52][CH2:51][CH2:50]3)=[CH:45][CH:44]=2)=[N:35][CH:34]=1. (3) Given the reactants [O:1]=[C:2]1[N:8]2[CH2:9][C@H:4]([C:5]3[CH:16]=[N:15][NH:14][C:6]=3[C@H:7]2[C:10]([O:12][CH3:13])=[O:11])[N:3]1[O:17][CH2:18][C:19]1[CH:24]=[CH:23][CH:22]=[CH:21][CH:20]=1.Br[CH2:26][C:27]([O:29][CH2:30][CH3:31])=[O:28].CCN(C(C)C)C(C)C, predict the reaction product. The product is: [CH3:13][O:12][C:10]([C@@H:7]1[C:6]2[N:14]([CH2:26][C:27]([O:29][CH2:30][CH3:31])=[O:28])[N:15]=[CH:16][C:5]=2[C@H:4]2[CH2:9][N:8]1[C:2](=[O:1])[N:3]2[O:17][CH2:18][C:19]1[CH:24]=[CH:23][CH:22]=[CH:21][CH:20]=1)=[O:11]. (4) The product is: [CH3:12][C:3]1[CH:4]=[C:5]([N+:9]([O-:11])=[O:10])[C:6]([CH3:8])=[CH:7][C:2]=1[C:18]1[CH:23]=[CH:22][CH:21]=[CH:20][N:19]=1. Given the reactants Br[C:2]1[CH:7]=[C:6]([CH3:8])[C:5]([N+:9]([O-:11])=[O:10])=[CH:4][C:3]=1[CH3:12].C([Sn](CCCC)(CCCC)[C:18]1[CH:23]=[CH:22][CH:21]=[CH:20][N:19]=1)CCC, predict the reaction product.